From a dataset of Catalyst prediction with 721,799 reactions and 888 catalyst types from USPTO. Predict which catalyst facilitates the given reaction. (1) Reactant: [Cl:1][C:2]1[CH:12]=[CH:11][C:5](/[C:6](=[N:9]/[H])/[NH:7][OH:8])=[CH:4][CH:3]=1.[O:13]=[C:14]1[C:19]([C:26]2[CH:31]=[CH:30][CH:29]=[CH:28][CH:27]=2)([C:20]2[CH:25]=[CH:24][CH:23]=[CH:22][CH:21]=2)[CH2:18][CH2:17][CH2:16][N:15]1[CH2:32][C:33](O)=O.Cl.C(N=C=NCCCN(C)C)C. Product: [Cl:1][C:2]1[CH:12]=[CH:11][C:5]([C:6]2[N:9]=[C:33]([CH2:32][N:15]3[CH2:16][CH2:17][CH2:18][C:19]([C:26]4[CH:31]=[CH:30][CH:29]=[CH:28][CH:27]=4)([C:20]4[CH:25]=[CH:24][CH:23]=[CH:22][CH:21]=4)[C:14]3=[O:13])[O:8][N:7]=2)=[CH:4][CH:3]=1. The catalyst class is: 68. (2) Reactant: Br[C:2]1[CH:3]=[C:4]([O:12][C@@H:13]([C@H:15]2[CH2:19][NH:18][C:17](=[O:20])[CH2:16]2)[CH3:14])[C:5]2[C:9]([CH:10]=1)=[N:8][N:7]([CH3:11])[CH:6]=2.C([Sn](CCCC)(CCCC)[C:26]1[N:27]=[CH:28][S:29][CH:30]=1)CCC. Product: [CH3:11][N:7]1[CH:6]=[C:5]2[C:9]([CH:10]=[C:2]([C:26]3[N:27]=[CH:28][S:29][CH:30]=3)[CH:3]=[C:4]2[O:12][C@@H:13]([C@H:15]2[CH2:19][NH:18][C:17](=[O:20])[CH2:16]2)[CH3:14])=[N:8]1. The catalyst class is: 12. (3) Product: [CH3:20][C:5]12[CH2:6][N:7]([C:10]([O:12][CH2:13][C:14]3[CH:19]=[CH:18][CH:17]=[CH:16][CH:15]=3)=[O:11])[CH2:8][CH2:9][N:4]1[CH2:3][CH:2]([C:23]1[CH:24]=[C:25]3[C:30](=[CH:31][CH:32]=1)[C:29](=[O:33])[O:28][C@@H:27]([CH3:34])[CH2:26]3)[O:22][CH2:21]2. Reactant: O[CH:2]([C:23]1[CH:24]=[C:25]2[C:30](=[CH:31][CH:32]=1)[C:29](=[O:33])[O:28][C@@H:27]([CH3:34])[CH2:26]2)[CH2:3][N:4]1[CH2:9][CH2:8][N:7]([C:10]([O:12][CH2:13][C:14]2[CH:19]=[CH:18][CH:17]=[CH:16][CH:15]=2)=[O:11])[CH2:6][C:5]1([CH2:21][OH:22])[CH3:20].C(C=P(CCCC)(CCCC)CCCC)#N. The catalyst class is: 48. (4) Product: [CH3:13][C:10]1([N:14]2[CH2:15][CH2:16][CH:17]([N:20]3[C:21]4[C:22](=[CH:23][CH:24]=[CH:25][CH:26]=4)[CH2:27][C:35]3=[O:37])[CH2:18][CH2:19]2)[CH2:11][CH2:12][NH:8][CH2:9]1. The catalyst class is: 11. Reactant: C(OC([N:8]1[CH2:12][CH2:11][C:10]([N:14]2[CH2:19][CH2:18][CH:17]([NH:20][C:21]3[CH:26]=[CH:25][CH:24]=[CH:23][C:22]=3[CH:27]([C:35]([O:37]C(C)(C)C)=O)C(OC(C)(C)C)=O)[CH2:16][CH2:15]2)([CH3:13])[CH2:9]1)=O)(C)(C)C.CC1C=CC(S(O)(=O)=O)=CC=1.[OH-].[Na+]. (5) Reactant: [Na].[NH2:2][C:3]([NH2:5])=[O:4].C([O:8][C:9]([C:11]1([C:40](OCC)=[O:41])[CH2:15][CH2:14][CH2:13][N:12]1[C:16]1[CH:17]=[N:18][C:19]([O:22][C:23]2[CH:24]=[C:25]3[C:29](=[CH:30][CH:31]=2)[N:28]([C:32]2[CH:37]=[CH:36][C:35]([C:38]#[N:39])=[CH:34][CH:33]=2)[N:27]=[CH:26]3)=[CH:20][CH:21]=1)=O)C. Product: [C:38]([C:35]1[CH:36]=[CH:37][C:32]([N:28]2[C:29]3[C:25](=[CH:24][C:23]([O:22][C:19]4[N:18]=[CH:17][C:16]([N:12]5[C:11]6([C:40](=[O:41])[NH:5][C:3](=[O:4])[NH:2][C:9]6=[O:8])[CH2:15][CH2:14][CH2:13]5)=[CH:21][CH:20]=4)=[CH:31][CH:30]=3)[CH:26]=[N:27]2)=[CH:33][CH:34]=1)#[N:39]. The catalyst class is: 8. (6) Reactant: Br[C:2]1[CH:11]=[C:10]2[C:5]([N:6]=[CH:7][CH:8]=[N:9]2)=[C:4]([C:12]([NH:14][CH2:15][C:16]([O:18][CH2:19][CH3:20])=[O:17])=[O:13])[C:3]=1[OH:21].[C:22]([O:26][C:27]([N:29]1[C:37]2[C:32](=[CH:33][CH:34]=[CH:35][CH:36]=2)[CH:31]=[CH:30]1)=[O:28])([CH3:25])([CH3:24])[CH3:23].C(=O)([O-])[O-].[K+].[K+]. Product: [CH2:19]([O:18][C:16](=[O:17])[CH2:15][NH:14][C:12]([C:4]1[C:3]([OH:21])=[C:2]([C:30]2[N:29]([C:27]([O:26][C:22]([CH3:25])([CH3:24])[CH3:23])=[O:28])[C:37]3[C:32]([CH:31]=2)=[CH:33][CH:34]=[CH:35][CH:36]=3)[CH:11]=[C:10]2[C:5]=1[N:6]=[CH:7][CH:8]=[N:9]2)=[O:13])[CH3:20]. The catalyst class is: 70. (7) Reactant: [CH3:1][N:2]1[CH2:11][CH:10](C2C=CSC=2)[C:9]2[C:4](=CC(O)=CC=2)[CH2:3]1.[CH3:18][O:19][C:20]1[CH:29]=[C:28]2[C:23]([CH:24]([C:31]3[CH:35]=[CH:34][S:33][CH:32]=3)[CH2:25][N:26]([CH3:30])[CH2:27]2)=[CH:22][CH:21]=1.B(Br)(Br)Br.[C:40]([O-])(O)=O.[Na+]. Product: [CH3:30][N:26]1[CH2:25][CH:24]([C:31]2[CH:35]=[CH:34][S:33][CH:32]=2)[C:23]2[C:28](=[CH:29][C:20]([O:19][CH2:18][CH2:40][CH2:1][N:2]3[CH2:11][CH2:10][CH2:9][CH2:4][CH2:3]3)=[CH:21][CH:22]=2)[CH2:27]1. The catalyst class is: 2. (8) Reactant: [CH3:1][C:2]1([CH3:18])[CH2:16][C:15](=O)[C:5]2SC[C@@H:8]([C:10]([O:12][CH2:13][CH3:14])=[O:11])[NH:9][C:4]=2[CH2:3]1.C(Cl)(=O)C([Cl:22])=O. Product: [Cl:22][C:15]1[CH:5]=[C:4]([NH:9][CH2:8][C:10]([O:12][CH2:13][CH3:14])=[O:11])[CH2:3][C:2]([CH3:18])([CH3:1])[CH:16]=1. The catalyst class is: 174.